This data is from Forward reaction prediction with 1.9M reactions from USPTO patents (1976-2016). The task is: Predict the product of the given reaction. (1) The product is: [C:40]([C:37]1[CH:38]=[CH:39][C:34]([C:33]([NH:32][C:28]2[CH:29]=[CH:30][CH:31]=[C:26]([C:2]3[C:3]4[CH:10]=[C:9]([C:11]5[CH2:12][CH2:13][O:14][CH2:15][CH:16]=5)[NH:8][C:4]=4[N:5]=[CH:6][N:7]=3)[C:27]=2[CH3:45])=[O:44])=[CH:35][CH:36]=1)([CH3:43])([CH3:41])[CH3:42]. Given the reactants Cl[C:2]1[C:3]2[CH:10]=[C:9]([C:11]3[CH2:12][CH2:13][O:14][CH2:15][CH:16]=3)[NH:8][C:4]=2[N:5]=[CH:6][N:7]=1.BrC1NC2N=CN=C([C:26]3[C:27]([CH3:45])=[C:28]([NH:32][C:33](=[O:44])[C:34]4[CH:39]=[CH:38][C:37]([C:40]([CH3:43])([CH3:42])[CH3:41])=[CH:36][CH:35]=4)[CH:29]=[CH:30][CH:31]=3)C=2C=1, predict the reaction product. (2) Given the reactants [OH:1][C:2]1[CH:3]=[CH:4][C:5]([O:26][CH3:27])=[C:6](/[CH:8]=[CH:9]/[C:10](=[O:25])[CH2:11][C:12](=[O:24])/[CH:13]=[CH:14]/[C:15]2[CH:20]=[C:19]([OH:21])[CH:18]=[CH:17][C:16]=2[O:22][CH3:23])[CH:7]=1.CN(C)C1C=CC(/C=C/C(=O)CC(=O)/C=C/C2C=CC(O)=C(OC)C=2)=CC=1, predict the reaction product. The product is: [OH:21][C:19]1[CH:18]=[CH:17][C:16]([O:22][CH3:23])=[C:15]([CH2:14][CH2:13][C:12](=[O:24])[CH2:11][C:10](=[O:25])[CH2:9][CH2:8][C:6]2[CH:7]=[C:2]([OH:1])[CH:3]=[CH:4][C:5]=2[O:26][CH3:27])[CH:20]=1. (3) Given the reactants [CH3:1][C:2]1[CH:3]=[CH:4][CH:5]=[C:6]2[C:10]=1[NH:9][CH:8]=[CH:7]2.[H-].[Na+].[CH2:13]1[N:18]([CH2:19][CH2:20]Br)[CH2:17][CH2:16][O:15][CH2:14]1, predict the reaction product. The product is: [CH3:1][C:2]1[CH:3]=[CH:4][CH:5]=[C:6]2[C:10]=1[N:9]([CH2:20][CH2:19][N:18]1[CH2:13][CH2:14][O:15][CH2:16][CH2:17]1)[CH:8]=[CH:7]2.